Dataset: Catalyst prediction with 721,799 reactions and 888 catalyst types from USPTO. Task: Predict which catalyst facilitates the given reaction. (1) Reactant: C(OC1CCN([C:11]2[CH:16]=[CH:15][C:14]([B:17]3[O:21][C:20]([CH3:23])([CH3:22])[C:19]([CH3:25])([CH3:24])[O:18]3)=[CH:13][CH:12]=2)CC1)(=O)C.BrC1C=CC([CH:33]2[CH2:38][CH2:37][N:36]([CH3:39])[CH2:35][CH2:34]2)=CC=1. Product: [CH3:39][N:36]1[CH2:37][CH2:38][CH:33]([C:11]2[CH:12]=[CH:13][C:14]([B:17]3[O:18][C:19]([CH3:24])([CH3:25])[C:20]([CH3:22])([CH3:23])[O:21]3)=[CH:15][CH:16]=2)[CH2:34][CH2:35]1. The catalyst class is: 161. (2) Reactant: Cl[C:2]1[CH:7]=[C:6]([CH3:8])[N:5]=[C:4]([CH3:9])[N:3]=1.[CH3:10][O:11][C:12]1[CH:17]=[CH:16][C:15]([NH:18][CH3:19])=[CH:14][CH:13]=1.Cl. Product: [CH3:9][C:4]1[N:3]=[C:2]([N:18]([C:15]2[CH:16]=[CH:17][C:12]([O:11][CH3:10])=[CH:13][CH:14]=2)[CH3:19])[CH:7]=[C:6]([CH3:8])[N:5]=1. The catalyst class is: 32. (3) Reactant: [F:1][C:2]1[CH:20]=[CH:19][C:5]([CH2:6][NH:7][CH2:8][C:9]2[N:14]=[C:13]([C:15]([O:17][CH3:18])=[O:16])[CH:12]=[CH:11][CH:10]=2)=[CH:4][CH:3]=1.[Cl:21][C:22]1[C:23]([OH:33])=[C:24]([S:29](Cl)(=[O:31])=[O:30])[CH:25]=[C:26]([Cl:28])[CH:27]=1. Product: [Cl:21][C:22]1[C:23]([OH:33])=[C:24]([S:29]([N:7]([CH2:8][C:9]2[N:14]=[C:13]([C:15]([O:17][CH3:18])=[O:16])[CH:12]=[CH:11][CH:10]=2)[CH2:6][C:5]2[CH:4]=[CH:3][C:2]([F:1])=[CH:20][CH:19]=2)(=[O:31])=[O:30])[CH:25]=[C:26]([Cl:28])[CH:27]=1. The catalyst class is: 1. (4) Reactant: [C:1]([O:9][CH2:10][CH3:11])(=[O:8])[CH2:2][C:3]([O:5][CH2:6][CH3:7])=[O:4].[Mg+2].[Cl-].[Cl-].[Br:15][C:16]1[CH:17]=[C:18]([C:24]2([C:30](O)=[O:31])[CH2:29][CH2:28][O:27][CH2:26][CH2:25]2)[CH:19]=[CH:20][C:21]=1[O:22][CH3:23].S(Cl)(Cl)=O. Product: [Br:15][C:16]1[CH:17]=[C:18]([C:24]2([C:30]([CH:2]([C:3]([O:5][CH2:6][CH3:7])=[O:4])[C:1]([O:9][CH2:10][CH3:11])=[O:8])=[O:31])[CH2:25][CH2:26][O:27][CH2:28][CH2:29]2)[CH:19]=[CH:20][C:21]=1[O:22][CH3:23]. The catalyst class is: 10. (5) Reactant: [CH3:1][O:2][C:3]1[C:8]([C:9]2[C:22]3[C:17](=[CH:18][C:19]([O:25][CH2:26][CH3:27])=[C:20]([O:23][CH3:24])[CH:21]=3)[C@@H:16]3[C@@H:11]([CH2:12][CH2:13][C@@H:14]([OH:28])[CH2:15]3)[N:10]=2)=[CH:7][CH:6]=[C:5]([O:29][CH3:30])[N:4]=1.[CH2:31]([S:37]([OH:40])(=[O:39])=[O:38])[CH2:32][S:33]([OH:36])(=[O:35])=[O:34]. Product: [CH2:31]([S:37]([OH:40])(=[O:39])=[O:38])[CH2:32][S:33]([OH:36])(=[O:35])=[O:34].[CH3:1][O:2][C:3]1[C:8]([C:9]2[C:22]3[C:17](=[CH:18][C:19]([O:25][CH2:26][CH3:27])=[C:20]([O:23][CH3:24])[CH:21]=3)[C@@H:16]3[C@@H:11]([CH2:12][CH2:13][C@@H:14]([OH:28])[CH2:15]3)[N:10]=2)=[CH:7][CH:6]=[C:5]([O:29][CH3:30])[N:4]=1. The catalyst class is: 7. (6) Reactant: [CH2:1]([O:4][C:5]1[CH:16]=[C:15]([N+:17]([O-:19])=[O:18])[CH:14]=[CH:13][C:6]=1[C:7]([O:9]CC=C)=[O:8])[CH:2]=[CH2:3].[OH-].[K+]. Product: [CH2:1]([O:4][C:5]1[CH:16]=[C:15]([N+:17]([O-:19])=[O:18])[CH:14]=[CH:13][C:6]=1[C:7]([OH:9])=[O:8])[CH:2]=[CH2:3]. The catalyst class is: 87. (7) Reactant: [NH2:1][C:2]1[CH:3]=[CH:4][CH:5]=[C:6]2[C:14]=1[NH:13][C:12]1[C:11](=[O:15])[CH2:10][CH2:9][CH2:8][C:7]2=1.[S:16]1[CH:20]=[CH:19][CH:18]=[C:17]1[S:21](Cl)(=[O:23])=[O:22]. Product: [O:15]=[C:11]1[C:12]2[NH:13][C:14]3[C:6](=[CH:5][CH:4]=[CH:3][C:2]=3[NH:1][S:21]([C:17]3[S:16][CH:20]=[CH:19][CH:18]=3)(=[O:23])=[O:22])[C:7]=2[CH2:8][CH2:9][CH2:10]1. The catalyst class is: 17. (8) Reactant: [NH2:1][C:2]1[N:6]([C:7]2[CH:12]=[CH:11][CH:10]=[CH:9][CH:8]=2)[N:5]=[C:4]([C:13]([OH:15])=O)[C:3]=1[CH3:16].CCN(C(C)C)C(C)C.C(Cl)(=O)OCC(C)C.[C:34]([NH:37][NH2:38])(=[O:36])[CH3:35]. Product: [C:34]([NH:37][NH:38][C:13]([C:4]1[C:3]([CH3:16])=[C:2]([NH2:1])[N:6]([C:7]2[CH:8]=[CH:9][CH:10]=[CH:11][CH:12]=2)[N:5]=1)=[O:15])(=[O:36])[CH3:35]. The catalyst class is: 34. (9) Reactant: Br[C:2]1[CH:3]=[C:4]2[C:8](=[CH:9][CH:10]=1)[NH:7][N:6]=[C:5]2[C:11]([OH:13])=[O:12].[C:14]1(B(O)O)[CH:19]=[CH:18][CH:17]=[CH:16][CH:15]=1.C([O-])([O-])=O.[Cs+].[Cs+]. Product: [C:14]1([C:2]2[CH:3]=[C:4]3[C:8](=[CH:9][CH:10]=2)[NH:7][N:6]=[C:5]3[C:11]([OH:13])=[O:12])[CH:19]=[CH:18][CH:17]=[CH:16][CH:15]=1. The catalyst class is: 117.